The task is: Predict which catalyst facilitates the given reaction.. This data is from Catalyst prediction with 721,799 reactions and 888 catalyst types from USPTO. (1) Reactant: [C:1]1([CH:7]([CH3:10])[CH:8]=[O:9])[CH:6]=[CH:5][CH:4]=[CH:3][CH:2]=1.[CH2:11](O)[CH:12]=[CH2:13].C1(C)C=CC(S(O)(=O)=O)=CC=1.C([O-])(O)=O.[Na+]. Product: [CH3:10][C:7]([C:1]1[CH:6]=[CH:5][CH:4]=[CH:3][CH:2]=1)([CH2:13][CH:12]=[CH2:11])[CH:8]=[O:9]. The catalyst class is: 638. (2) Reactant: [OH:1][C:2]1[CH:7]=[CH:6][C:5]([OH:8])=[CH:4][C:3]=1[C:9]1[C:10]2[NH:14][C:13]([C:15]([CH2:40][CH2:41][CH2:42][CH2:43][CH2:44][CH2:45][CH3:46])=[C:16]3[N:39]=[C:19]([CH:20]=[C:21]4[NH:38][C:24](=[C:25]([CH2:31][CH2:32][CH2:33][CH2:34][CH2:35][CH2:36][CH3:37])[C:26]5[CH:27]=[CH:28][C:29]=1[N:30]=5)[CH:23]=[CH:22]4)[CH:18]=[CH:17]3)=[CH:12][CH:11]=2.CO.C([O-])(=O)C.[Zn+2:53].C([O-])(=O)C. Product: [Zn:53].[OH:1][C:2]1[CH:7]=[CH:6][C:5]([OH:8])=[CH:4][C:3]=1[C:9]1[C:10]2[NH:14][C:13]([C:15]([CH2:40][CH2:41][CH2:42][CH2:43][CH2:44][CH2:45][CH3:46])=[C:16]3[N:39]=[C:19]([CH:20]=[C:21]4[NH:38][C:24](=[C:25]([CH2:31][CH2:32][CH2:33][CH2:34][CH2:35][CH2:36][CH3:37])[C:26]5[CH:27]=[CH:28][C:29]=1[N:30]=5)[CH:23]=[CH:22]4)[CH:18]=[CH:17]3)=[CH:12][CH:11]=2. The catalyst class is: 22. (3) Reactant: C(OC(=O)[NH:7][CH2:8][C:9]1[CH:34]=[CH:33][C:12]2[N:13]([CH2:28][CH2:29][CH2:30][CH2:31][OH:32])[C:14]([CH2:16][N:17]3[C:25]4[C:20](=[CH:21][CH:22]=[CH:23][CH:24]=4)[C:19]([CH2:26][CH3:27])=[N:18]3)=[N:15][C:11]=2[CH:10]=1)(C)(C)C.C(O)(C(F)(F)F)=O.C(Cl)(=O)C. Product: [NH2:7][CH2:8][C:9]1[CH:34]=[CH:33][C:12]2[N:13]([CH2:28][CH2:29][CH2:30][CH2:31][OH:32])[C:14]([CH2:16][N:17]3[C:25]4[C:20](=[CH:21][CH:22]=[CH:23][CH:24]=4)[C:19]([CH2:26][CH3:27])=[N:18]3)=[N:15][C:11]=2[CH:10]=1. The catalyst class is: 2. (4) Reactant: [CH3:1][C:2]1[C:10]2[C:5](=[CH:6][CH:7]=[C:8]([C:11]([O:13]C)=[O:12])[CH:9]=2)[NH:4][N:3]=1.[OH-].[Na+]. Product: [CH3:1][C:2]1[C:10]2[C:5](=[CH:6][CH:7]=[C:8]([C:11]([OH:13])=[O:12])[CH:9]=2)[NH:4][N:3]=1. The catalyst class is: 24. (5) Reactant: [NH2:1][C:2]1[S:3][C:4]([C:10]2[CH:15]=[CH:14][CH:13]=[CH:12][CH:11]=2)=[CH:5][C:6]=1[C:7]([NH2:9])=[O:8].C[Si]([N:20]=[C:21]=[S:22])(C)C.CN(C)C=O. Product: [NH2:20][C:21]([NH:1][C:2]1[S:3][C:4]([C:10]2[CH:11]=[CH:12][CH:13]=[CH:14][CH:15]=2)=[CH:5][C:6]=1[C:7]([NH2:9])=[O:8])=[S:22]. The catalyst class is: 80. (6) Reactant: C([O:8][C:9]1[CH:14]=[CH:13][C:12]([CH2:15][C@@H:16]([O:22][CH2:23][CH3:24])[C:17]([O:19][CH2:20][CH3:21])=[O:18])=[CH:11][CH:10]=1)C1C=CC=CC=1. Product: [CH2:23]([O:22][C@H:16]([CH2:15][C:12]1[CH:11]=[CH:10][C:9]([OH:8])=[CH:14][CH:13]=1)[C:17]([O:19][CH2:20][CH3:21])=[O:18])[CH3:24]. The catalyst class is: 256. (7) Reactant: [Br:1][C:2]1[CH:3]=[CH:4][C:5]([N:10]2[CH2:14][CH2:13][CH:12]([OH:15])[CH2:11]2)=[C:6]([CH:9]=1)[CH:7]=[O:8].[C:16](OC(=O)C)(=[O:18])[CH3:17]. Product: [Br:1][C:2]1[CH:3]=[CH:4][C:5]([N:10]2[CH2:14][CH2:13][CH:12]([O:15][C:16](=[O:18])[CH3:17])[CH2:11]2)=[C:6]([CH:9]=1)[CH:7]=[O:8]. The catalyst class is: 17.